From a dataset of Full USPTO retrosynthesis dataset with 1.9M reactions from patents (1976-2016). Predict the reactants needed to synthesize the given product. (1) The reactants are: [CH3:1][C:2]1[C:3]([N:9]2[CH2:14][CH2:13][N:12]([C:15]([C:17]3[CH:22]=[CH:21][C:20]([N:23]4[C:27]([CH3:29])([CH3:28])[C:26](=[O:30])[N:25](CC5C=CC(OC)=CC=5)[C:24]4=[O:40])=[CH:19][CH:18]=3)=[O:16])[CH2:11][CH2:10]2)=[N:4][CH:5]=[C:6]([CH3:8])[CH:7]=1.FC(F)(F)S(O)(=O)=O.C(=O)([O-])O.[Na+]. Given the product [CH3:1][C:2]1[C:3]([N:9]2[CH2:10][CH2:11][N:12]([C:15]([C:17]3[CH:22]=[CH:21][C:20]([N:23]4[C:27]([CH3:28])([CH3:29])[C:26](=[O:30])[NH:25][C:24]4=[O:40])=[CH:19][CH:18]=3)=[O:16])[CH2:13][CH2:14]2)=[N:4][CH:5]=[C:6]([CH3:8])[CH:7]=1, predict the reactants needed to synthesize it. (2) Given the product [CH3:1][C:2]1([CH3:12])[O:6][C:5]2[CH:7]=[CH:8][C:9]([N:11]([CH2:22][CH2:21][C:18]3[CH:19]=[N:20][C:15]([C:14]([F:25])([F:24])[F:13])=[CH:16][CH:17]=3)[C:30](=[O:29])[C@@H:31]([OH:32])[C:33]3[CH:38]=[CH:37][CH:36]=[CH:35][CH:34]=3)=[CH:10][C:4]=2[O:3]1, predict the reactants needed to synthesize it. The reactants are: [CH3:1][C:2]1([CH3:12])[O:6][C:5]2[CH:7]=[CH:8][C:9]([NH2:11])=[CH:10][C:4]=2[O:3]1.[F:13][C:14]([F:25])([F:24])[C:15]1[N:20]=[CH:19][C:18]([CH2:21][C:22]#N)=[CH:17][CH:16]=1.C([O:29][C:30](=O)[C@H:31]([C:33]1[CH:38]=[CH:37][CH:36]=[CH:35][CH:34]=1)[OH:32])(=O)C.